From a dataset of Forward reaction prediction with 1.9M reactions from USPTO patents (1976-2016). Predict the product of the given reaction. Given the reactants Cl[C:2]1[CH:7]=[CH:6][C:5]([N+:8]([O-:10])=[O:9])=[CH:4][N:3]=1.C(=O)([O-])[O-].[K+].[K+].[CH2:17]([N:20]1[CH2:25][CH2:24][NH:23][CH2:22][CH2:21]1)[CH:18]=[CH2:19], predict the reaction product. The product is: [CH2:17]([N:20]1[CH2:25][CH2:24][N:23]([C:2]2[CH:7]=[CH:6][C:5]([N+:8]([O-:10])=[O:9])=[CH:4][N:3]=2)[CH2:22][CH2:21]1)[CH:18]=[CH2:19].